From a dataset of Peptide-MHC class II binding affinity with 134,281 pairs from IEDB. Regression. Given a peptide amino acid sequence and an MHC pseudo amino acid sequence, predict their binding affinity value. This is MHC class II binding data. (1) The peptide sequence is FLLMYEMHRESLLKS. The MHC is DRB1_1101 with pseudo-sequence DRB1_1101. The binding affinity (normalized) is 0.159. (2) The peptide sequence is GAMAKKGQEDKLRKA. The MHC is HLA-DPA10103-DPB10401 with pseudo-sequence HLA-DPA10103-DPB10401. The binding affinity (normalized) is 0.0696. (3) The peptide sequence is NGILKKLSSIKSKSR. The MHC is DRB1_0405 with pseudo-sequence DRB1_0405. The binding affinity (normalized) is 0.381. (4) The peptide sequence is TVTVFKIPKKASEGA. The MHC is DRB1_1001 with pseudo-sequence DRB1_1001. The binding affinity (normalized) is 0.224. (5) The peptide sequence is PLSWSKEIYNYMEPY. The MHC is HLA-DQA10401-DQB10402 with pseudo-sequence HLA-DQA10401-DQB10402. The binding affinity (normalized) is 0.372. (6) The peptide sequence is DRLHPVHAGPVAPGQ. The MHC is DRB5_0101 with pseudo-sequence DRB5_0101. The binding affinity (normalized) is 0.359. (7) The peptide sequence is DNQLIYVILTILTII. The MHC is DRB1_0401 with pseudo-sequence DRB1_0401. The binding affinity (normalized) is 0.107.